This data is from Full USPTO retrosynthesis dataset with 1.9M reactions from patents (1976-2016). The task is: Predict the reactants needed to synthesize the given product. (1) Given the product [O:14]=[C:10]1[C:11]2[C:6](=[CH:5][C:4]([N:1]3[C:16]([CH2:23][CH2:24][CH3:25])=[C:17]([C:18]([OH:20])=[O:19])[N:3]=[N:2]3)=[CH:13][CH:12]=2)[CH2:7][CH2:8][NH:9]1, predict the reactants needed to synthesize it. The reactants are: [N:1]([C:4]1[CH:5]=[C:6]2[C:11](=[CH:12][CH:13]=1)[C:10](=[O:14])[NH:9][CH2:8][CH2:7]2)=[N+:2]=[N-:3].O=[C:16]([CH2:23][CH2:24][CH3:25])[CH2:17][C:18]([O:20]CC)=[O:19].[O-]CC.[Na+]. (2) The reactants are: [CH3:1][O:2][C:3]1[C:8]([NH2:9])=[CH:7][C:6]([C:10]#[C:11][C:12]2[C:13]([CH3:24])=[N:14][CH:15]=[N:16][C:17]=2[N:18]2[CH2:23][CH2:22][O:21][CH2:20][CH2:19]2)=[CH:5][N:4]=1.[Cl:25][C:26]1[CH:31]=[CH:30][C:29]([S:32](Cl)(=[O:34])=[O:33])=[CH:28][CH:27]=1.N1C=CC=CC=1.O. Given the product [Cl:25][C:26]1[CH:31]=[CH:30][C:29]([S:32]([NH:9][C:8]2[C:3]([O:2][CH3:1])=[N:4][CH:5]=[C:6]([C:10]#[C:11][C:12]3[C:13]([CH3:24])=[N:14][CH:15]=[N:16][C:17]=3[N:18]3[CH2:19][CH2:20][O:21][CH2:22][CH2:23]3)[CH:7]=2)(=[O:34])=[O:33])=[CH:28][CH:27]=1, predict the reactants needed to synthesize it. (3) Given the product [CH:34]([N:8]([CH2:6][C:5]1[CH:4]=[CH:3][C:2]([O:1][CH:40]([CH3:49])[CH2:41][N:43]2[CH2:48][CH2:47][CH2:46][CH2:45][CH2:44]2)=[CH:38][CH:37]=1)[C:9]1[CH:14]=[C:13]([O:15][CH3:16])[CH:12]=[CH:11][C:10]=1[CH:17]1[CH2:26][CH2:25][C:24]2[CH:23]=[C:22]([OH:27])[CH:21]=[CH:20][C:19]=2[CH2:18]1)([CH3:36])[CH3:35], predict the reactants needed to synthesize it. The reactants are: [OH:1][C:2]1[CH:38]=[CH:37][C:5]([C:6]([N:8]([CH:34]([CH3:36])[CH3:35])[C:9]2[CH:14]=[C:13]([O:15][CH3:16])[CH:12]=[CH:11][C:10]=2[CH:17]2[CH2:26][CH2:25][C:24]3[CH:23]=[C:22]([O:27]C(=O)C(C)(C)C)[CH:21]=[CH:20][C:19]=3[CH2:18]2)=O)=[CH:4][CH:3]=1.Cl[CH:40]([CH3:49])[C:41]([N:43]1[CH2:48][CH2:47][CH2:46][CH2:45][CH2:44]1)=O. (4) The reactants are: C[O:2][C:3]([C:5]1[N:6]([CH3:26])[N:7]=[C:8]([O:10][CH2:11][C:12]2[C:13]([C:19]3[CH:24]=[CH:23][C:22]([Cl:25])=[CH:21][CH:20]=3)=[N:14][O:15][C:16]=2[CH2:17][OH:18])[CH:9]=1)=O.[CH:27]1([NH2:30])[CH2:29][CH2:28]1. Given the product [CH:27]1([NH:30][C:3]([C:5]2[N:6]([CH3:26])[N:7]=[C:8]([O:10][CH2:11][C:12]3[C:13]([C:19]4[CH:24]=[CH:23][C:22]([Cl:25])=[CH:21][CH:20]=4)=[N:14][O:15][C:16]=3[CH2:17][OH:18])[CH:9]=2)=[O:2])[CH2:29][CH2:28]1, predict the reactants needed to synthesize it. (5) Given the product [F:1][C:2]([F:41])([F:40])[C:3]1[CH:4]=[C:5]([CH:33]=[C:34]([C:36]([F:39])([F:38])[F:37])[CH:35]=1)[CH2:6][N:7]([CH2:8][C:9]1[CH:14]=[C:13]([C:15]([F:18])([F:17])[F:16])[CH:12]=[CH:11][C:10]=1[N:19]([CH2:22][CH2:23][CH2:24][CH3:25])[CH2:20][CH3:21])[C:26]1[N:31]=[CH:30][C:29]([OH:44])=[CH:28][N:27]=1, predict the reactants needed to synthesize it. The reactants are: [F:1][C:2]([F:41])([F:40])[C:3]1[CH:4]=[C:5]([CH:33]=[C:34]([C:36]([F:39])([F:38])[F:37])[CH:35]=1)[CH2:6][N:7]([C:26]1[N:31]=[CH:30][C:29](Br)=[CH:28][N:27]=1)[CH2:8][C:9]1[CH:14]=[C:13]([C:15]([F:18])([F:17])[F:16])[CH:12]=[CH:11][C:10]=1[N:19]([CH2:22][CH2:23][CH2:24][CH3:25])[CH2:20][CH3:21].C([O-])(=[O:44])C.[K+].B1(B2OC(C)(C)C(C)(C)O2)OC(C)(C)C(C)(C)O1.O.